This data is from Catalyst prediction with 721,799 reactions and 888 catalyst types from USPTO. The task is: Predict which catalyst facilitates the given reaction. (1) Reactant: [Cl:1][C:2]1[CH:19]=[CH:18][CH:17]=[CH:16][C:3]=1[C:4]([CH:6]1[C:11](=[O:12])OC(C)(C)OC1=O)=[O:5].[CH2:20]([NH2:23])[CH2:21][CH3:22]. Product: [Cl:1][C:2]1[CH:19]=[CH:18][CH:17]=[CH:16][C:3]=1[C:4](=[O:5])[CH2:6][C:11]([NH:23][CH2:20][CH2:21][CH3:22])=[O:12]. The catalyst class is: 11. (2) Reactant: [C:1]([C:5]1[CH:18]=[CH:17][C:8]([CH2:9][NH:10][C:11](=[O:16])[C:12]([F:15])([F:14])[F:13])=[CH:7][CH:6]=1)([CH3:4])([CH3:3])[CH3:2].CC([O-])(C)C.[K+].Br[CH2:26][CH:27]([OH:32])[C:28]([F:31])([F:30])[F:29]. Product: [C:1]([C:5]1[CH:18]=[CH:17][C:8]([CH2:9][N:10]([CH2:26][CH:27]([OH:32])[C:28]([F:31])([F:30])[F:29])[C:11](=[O:16])[C:12]([F:15])([F:13])[F:14])=[CH:7][CH:6]=1)([CH3:4])([CH3:2])[CH3:3]. The catalyst class is: 10. (3) Reactant: [OH:1][C:2]1[CH:3]=[C:4]([CH:14]=[C:15]([O:17][C@@H:18]([CH3:21])[CH2:19][CH3:20])[CH:16]=1)[C:5]([NH:7][C:8]1[CH:12]=[CH:11][N:10]([CH3:13])[N:9]=1)=[O:6].[N:22]1([C:26]([C:28]2[CH:29]=[C:30]([Cl:35])[C:31](Cl)=[N:32][CH:33]=2)=[O:27])[CH2:25][CH2:24][CH2:23]1.C(=O)([O-])[O-].[K+].[K+]. Product: [N:22]1([C:26]([C:28]2[CH:29]=[C:30]([Cl:35])[C:31]([O:1][C:2]3[CH:3]=[C:4]([CH:14]=[C:15]([O:17][C@@H:18]([CH3:21])[CH2:19][CH3:20])[CH:16]=3)[C:5]([NH:7][C:8]3[CH:12]=[CH:11][N:10]([CH3:13])[N:9]=3)=[O:6])=[N:32][CH:33]=2)=[O:27])[CH2:25][CH2:24][CH2:23]1. The catalyst class is: 10. (4) Reactant: [CH3:1][Mg+].[Br-].[O:4]=[C:5]1[CH2:10][CH2:9][CH:8]([CH2:11][C:12]([OH:14])=[O:13])[CH2:7][CH2:6]1. Product: [OH:4][C:5]1([CH3:1])[CH2:10][CH2:9][CH:8]([CH2:11][C:12]([OH:14])=[O:13])[CH2:7][CH2:6]1. The catalyst class is: 1. (5) Reactant: [CH:1]1([C:4]2[CH:33]=[CH:32][C:7]([O:8][CH:9]3[CH2:13][CH2:12][N:11]([C:14]4[CH:19]=[CH:18][C:17]([O:20]COCC[Si](C)(C)C)=[C:16]([O:29][CH3:30])[CH:15]=4)[C:10]3=[O:31])=[CH:6][CH:5]=2)[CH2:3][CH2:2]1.Cl. Product: [CH:1]1([C:4]2[CH:33]=[CH:32][C:7]([O:8][CH:9]3[CH2:13][CH2:12][N:11]([C:14]4[CH:19]=[CH:18][C:17]([OH:20])=[C:16]([O:29][CH3:30])[CH:15]=4)[C:10]3=[O:31])=[CH:6][CH:5]=2)[CH2:2][CH2:3]1. The catalyst class is: 2. (6) Reactant: [N:1]1([C:12]([O:14][C:15]([CH3:18])([CH3:17])[CH3:16])=[O:13])[CH2:6][CH2:5][CH2:4][CH:3]([C:7]([O:9][CH2:10][CH3:11])=[O:8])[CH2:2]1.C[Si](C)(C)[N-][Si](C)(C)C.[K+].Br[CH2:30][CH:31]=[CH2:32].[Cl-].[NH4+]. Product: [CH2:32]([C:3]1([C:7]([O:9][CH2:10][CH3:11])=[O:8])[CH2:4][CH2:5][CH2:6][N:1]([C:12]([O:14][C:15]([CH3:17])([CH3:16])[CH3:18])=[O:13])[CH2:2]1)[CH:31]=[CH2:30]. The catalyst class is: 30. (7) Reactant: [NH:1]1[C:9]2[C:4](=[CH:5][CH:6]=[CH:7][CH:8]=2)[CH:3]=[C:2]1[CH2:10][CH2:11][NH:12][C:13]1[CH:18]=[CH:17][C:16]([NH2:19])=[CH:15][C:14]=1[F:20].C[Al](C)C.[NH:25](/[C:29](/[CH3:35])=[CH:30]\[C:31](OC)=[O:32])[C:26]([CH3:28])=O. Product: [NH:1]1[C:9]2[C:4](=[CH:5][CH:6]=[CH:7][CH:8]=2)[CH:3]=[C:2]1[CH2:10][CH2:11][NH:12][C:13]1[CH:18]=[CH:17][C:16]([N:19]2[C:31](=[O:32])[CH:30]=[C:29]([CH3:35])[N:25]=[C:26]2[CH3:28])=[CH:15][C:14]=1[F:20]. The catalyst class is: 2. (8) Reactant: Br[C:2]1[C:7]([N:8]([CH2:23][O:24][CH3:25])[S:9]([C:12]2[CH:17]=[CH:16][C:15]([Cl:18])=[C:14]([C:19]([F:22])([F:21])[F:20])[CH:13]=2)(=[O:11])=[O:10])=[CH:6][C:5](C)=[CH:4][N:3]=1.C([Mg][Cl:31])(C)C.[Cl:32][C:33]1[CH:40]=[CH:39][CH:38]=[C:37]([F:41])[C:34]=1[CH:35]=[O:36]. Product: [Cl:18][C:15]1[CH:16]=[CH:17][C:12]([S:9]([N:8]([C:7]2[C:2]([CH:35]([C:34]3[C:37]([F:41])=[CH:38][CH:39]=[CH:40][C:33]=3[Cl:32])[OH:36])=[N:3][CH:4]=[C:5]([Cl:31])[CH:6]=2)[CH2:23][O:24][CH3:25])(=[O:10])=[O:11])=[CH:13][C:14]=1[C:19]([F:20])([F:21])[F:22]. The catalyst class is: 1. (9) Reactant: C([O:3][C:4](=O)[CH:5]([CH:11]1[CH2:16][CH2:15][N:14]([C:17]([O:19][C:20]([CH3:23])([CH3:22])[CH3:21])=[O:18])[CH2:13][CH2:12]1)[C:6](OCC)=[O:7])C.[Li+].[BH4-].Cl. Product: [C:20]([O:19][C:17]([N:14]1[CH2:15][CH2:16][CH:11]([CH:5]([CH2:4][OH:3])[CH2:6][OH:7])[CH2:12][CH2:13]1)=[O:18])([CH3:23])([CH3:22])[CH3:21]. The catalyst class is: 182. (10) Reactant: [Br:1][C:2]1[CH:3]=[C:4]([CH:6]=[CH:7][CH:8]=1)[NH2:5].Br[CH2:10][CH2:11][OH:12].C(N(CC)CC)C. Product: [Br:1][C:2]1[CH:3]=[C:4]([NH:5][CH2:10][CH2:11][OH:12])[CH:6]=[CH:7][CH:8]=1. The catalyst class is: 11.